This data is from Forward reaction prediction with 1.9M reactions from USPTO patents (1976-2016). The task is: Predict the product of the given reaction. Given the reactants CN(C(ON1N=NC2C=CC=NC1=2)=[N+](C)C)C.F[P-](F)(F)(F)(F)F.[C:25]([O:29][C:30]([NH:32][CH2:33][C:34]1([C:49]([OH:51])=O)[CH2:39][CH2:38][N:37]([C:40]2[C:41]3[CH:48]=[CH:47][NH:46][C:42]=3[N:43]=[CH:44][N:45]=2)[CH2:36][CH2:35]1)=[O:31])([CH3:28])([CH3:27])[CH3:26].CCN(C(C)C)C(C)C.[CH3:61][C:62]1[S:66][C:65]([NH2:67])=[N:64][CH:63]=1, predict the reaction product. The product is: [CH3:61][C:62]1[S:66][C:65]([NH:67][C:49]([C:34]2([CH2:33][NH:32][C:30](=[O:31])[O:29][C:25]([CH3:27])([CH3:28])[CH3:26])[CH2:39][CH2:38][N:37]([C:40]3[C:41]4[CH:48]=[CH:47][NH:46][C:42]=4[N:43]=[CH:44][N:45]=3)[CH2:36][CH2:35]2)=[O:51])=[N:64][CH:63]=1.